Dataset: Forward reaction prediction with 1.9M reactions from USPTO patents (1976-2016). Task: Predict the product of the given reaction. (1) Given the reactants [NH2:1][C:2]1[C:10]([NH2:11])=[CH:9][CH:8]=[CH:7][C:3]=1[C:4]([O-:6])=[O:5].[NH4+].CC(C)=O.[OH:17][P:18]([OH:21])([OH:20])=[O:19], predict the reaction product. The product is: [P:18]([O-:21])([O-:20])([OH:19])=[O:17].[NH2:1][C:2]1[C:3]([C:4]([OH:6])=[O:5])=[CH:7][CH:8]=[CH:9][C:10]=1[NH3+:11].[NH2:1][C:2]1[C:3]([C:4]([OH:6])=[O:5])=[CH:7][CH:8]=[CH:9][C:10]=1[NH3+:11]. (2) Given the reactants [N:1]([C@@H:4]1[C@@H:9]([CH2:10][O:11][Si:12]([C:25]([CH3:28])([CH3:27])[CH3:26])([C:19]2[CH:24]=[CH:23][CH:22]=[CH:21][CH:20]=2)[C:13]2[CH:18]=[CH:17][CH:16]=[CH:15][CH:14]=2)[O:8][CH2:7][CH2:6][CH2:5]1)=[N+]=[N-], predict the reaction product. The product is: [NH2:1][C@@H:4]1[C@@H:9]([CH2:10][O:11][Si:12]([C:25]([CH3:28])([CH3:27])[CH3:26])([C:13]2[CH:18]=[CH:17][CH:16]=[CH:15][CH:14]=2)[C:19]2[CH:24]=[CH:23][CH:22]=[CH:21][CH:20]=2)[O:8][CH2:7][CH2:6][CH2:5]1. (3) Given the reactants [CH2:1]([N:8]1[CH2:13][CH2:12][C:11]([C:15]2[CH:20]=[CH:19][CH:18]=[CH:17][C:16]=2[CH2:21][CH2:22]O)([OH:14])[CH2:10][CH2:9]1)[C:2]1[CH:7]=[CH:6][CH:5]=[CH:4][CH:3]=1.C(N(CC)CC)C.CS(Cl)(=O)=O, predict the reaction product. The product is: [CH2:1]([N:8]1[CH2:9][CH2:10][C:11]2([C:15]3[C:16](=[CH:17][CH:18]=[CH:19][CH:20]=3)[CH2:21][CH2:22][O:14]2)[CH2:12][CH2:13]1)[C:2]1[CH:7]=[CH:6][CH:5]=[CH:4][CH:3]=1. (4) Given the reactants [OH:1][C:2]1[CH:3]=[CH:4][C:5]2[C:17](=[O:18])[C:16]3[C:15]4[C:10](=[CH:11][C:12]([C:19]#[N:20])=[CH:13][CH:14]=4)[NH:9][C:8]=3[C:7]([CH3:22])([CH3:21])[C:6]=2[CH:23]=1.[N:24]1[CH:29]=[CH:28][C:27]([CH2:30]O)=[CH:26][CH:25]=1, predict the reaction product. The product is: [CH3:22][C:7]1([CH3:21])[C:8]2[NH:9][C:10]3[C:15](=[CH:14][CH:13]=[C:12]([C:19]#[N:20])[CH:11]=3)[C:16]=2[C:17](=[O:18])[C:5]2[CH:4]=[CH:3][C:2]([O:1][CH2:30][C:27]3[CH:28]=[CH:29][N:24]=[CH:25][CH:26]=3)=[CH:23][C:6]1=2.